This data is from Full USPTO retrosynthesis dataset with 1.9M reactions from patents (1976-2016). The task is: Predict the reactants needed to synthesize the given product. (1) Given the product [F:15][C:5]1[CH:4]=[CH:3][C:8]([CH2:9][C@@H:10]([NH2:14])[CH2:11][OH:12])=[CH:7][CH:6]=1, predict the reactants needed to synthesize it. The reactants are: [BH4-].[Na+].[CH:3]1[C:8]([CH2:9][C@@H:10]([NH2:14])[C:11](O)=[O:12])=[CH:7][CH:6]=[C:5]([F:15])[CH:4]=1.II.CO. (2) Given the product [C:15]([NH:1][CH:2]1[CH2:3][CH2:4][N:5]([C:8]([O:10][C:11]([CH3:14])([CH3:13])[CH3:12])=[O:9])[CH2:6][CH2:7]1)(=[O:17])[CH3:16], predict the reactants needed to synthesize it. The reactants are: [NH2:1][CH:2]1[CH2:7][CH2:6][N:5]([C:8]([O:10][C:11]([CH3:14])([CH3:13])[CH3:12])=[O:9])[CH2:4][CH2:3]1.[C:15](OC(=O)C)(=[O:17])[CH3:16].C(N(CC)CC)C. (3) Given the product [C:3]1([CH3:4])[C:2]([S:38]([OH:41])(=[O:40])=[O:39])=[CH:30][CH:29]=[CH:28][CH:27]=1.[Cl:1][C:2]1[CH:30]=[CH:29][C:28]([Cl:31])=[CH:27][C:3]=1[C:4]([O:6][CH2:7][C:8](=[O:26])[C@@H:9]([NH2:18])[CH2:10][CH2:11][C:12]1[CH:17]=[CH:16][CH:15]=[CH:14][CH:13]=1)=[O:5], predict the reactants needed to synthesize it. The reactants are: [Cl:1][C:2]1[CH:30]=[CH:29][C:28]([Cl:31])=[CH:27][C:3]=1[C:4]([O:6][CH2:7][C:8](=[O:26])[C@@H:9]([NH:18]C(OC(C)(C)C)=O)[CH2:10][CH2:11][C:12]1[CH:17]=[CH:16][CH:15]=[CH:14][CH:13]=1)=[O:5].C1(C)C=CC([S:38]([OH:41])(=[O:40])=[O:39])=CC=1.